Dataset: Forward reaction prediction with 1.9M reactions from USPTO patents (1976-2016). Task: Predict the product of the given reaction. (1) Given the reactants [CH3:1][C:2]1[N:7]=[C:6]([C:8]2[S:12][C:11]([NH2:13])=[N:10][C:9]=2[CH3:14])[CH:5]=[C:4]([CH3:15])[N:3]=1.CN(C)CCN(C)C1N=C(C2SC(N[C:33](=[O:35])[CH3:34])=NC=2C)C=C(C)N=1, predict the reaction product. The product is: [CH3:1][C:2]1[N:7]=[C:6]([C:8]2[S:12][C:11]([NH:13][C:33](=[O:35])[CH3:34])=[N:10][C:9]=2[CH3:14])[CH:5]=[C:4]([CH3:15])[N:3]=1. (2) Given the reactants [CH:1]([C:3]1[NH:4][CH:5]=[CH:6][CH:7]=1)=[O:2].[OH-].[K+].CS(C)=O.[Br:14][CH2:15][CH2:16]Br, predict the reaction product. The product is: [Br:14][CH2:15][CH2:16][N:4]1[CH:5]=[CH:6][CH:7]=[C:3]1[CH:1]=[O:2]. (3) Given the reactants [CH3:1][O:2][C:3](=[O:15])[C:4](=O)[CH2:5][C:6]([C:8]1[S:9][C:10]([Br:13])=[CH:11][CH:12]=1)=O.Cl.[Cl:17][C:18]1[CH:23]=[CH:22][CH:21]=[CH:20][C:19]=1[NH:24][NH2:25], predict the reaction product. The product is: [CH3:1][O:2][C:3]([C:4]1[CH:5]=[C:6]([C:8]2[S:9][C:10]([Br:13])=[CH:11][CH:12]=2)[N:24]([C:19]2[CH:20]=[CH:21][CH:22]=[CH:23][C:18]=2[Cl:17])[N:25]=1)=[O:15]. (4) Given the reactants [Cl:1][C:2]1[CH:3]=[C:4]([CH:6]=[CH:7][CH:8]=1)[NH2:5].Br[CH2:10][C:11]1[C:20]2[C:15](=[C:16]([F:21])[CH:17]=[CH:18][CH:19]=2)[NH:14][C:13](=[O:22])[CH:12]=1, predict the reaction product. The product is: [Cl:1][C:2]1[CH:3]=[C:4]([NH:5][CH2:10][C:11]2[C:20]3[C:15](=[C:16]([F:21])[CH:17]=[CH:18][CH:19]=3)[NH:14][C:13](=[O:22])[CH:12]=2)[CH:6]=[CH:7][CH:8]=1. (5) Given the reactants C([N:3]([CH2:6]C)CC)C.[CH:16]1[CH:21]=[CH:20][C:19](P(N=[N+]=[N-])([C:16]2[CH:17]=[CH:18][CH:19]=[CH:20][CH:21]=2)=O)=[CH:18][CH:17]=1.[C:25]([OH:29])(C)(C)C.[Br:30][C:31]1[CH:32]=[N:33][CH:34]=[C:35]([CH:39]=1)C(O)=O.[OH2:40], predict the reaction product. The product is: [CH2:25]([O:29][C:6](=[O:40])[NH:3][C:35]1[CH:34]=[N:33][CH:32]=[C:31]([Br:30])[CH:39]=1)[C:16]1[CH:17]=[CH:18][CH:19]=[CH:20][CH:21]=1. (6) The product is: [CH3:34][C:29]1([CH3:35])[C:30]([CH3:33])([CH3:32])[O:31][B:27]([C:2]2[CH:7]=[CH:6][C:5]([N:8]3[C:12](=[O:13])[N:11]([CH2:14][O:15][CH2:16][CH2:17][Si:18]([CH3:21])([CH3:20])[CH3:19])[CH:10]=[N:9]3)=[CH:4][CH:3]=2)[O:28]1. Given the reactants Br[C:2]1[CH:7]=[CH:6][C:5]([N:8]2[C:12](=[O:13])[N:11]([CH2:14][O:15][CH2:16][CH2:17][Si:18]([CH3:21])([CH3:20])[CH3:19])[CH:10]=[N:9]2)=[CH:4][CH:3]=1.CC([O-])=O.[K+].[B:27]1([B:27]2[O:31][C:30]([CH3:33])([CH3:32])[C:29]([CH3:35])([CH3:34])[O:28]2)[O:31][C:30]([CH3:33])([CH3:32])[C:29]([CH3:35])([CH3:34])[O:28]1, predict the reaction product. (7) Given the reactants [F:1][C:2]([F:15])([F:14])[S:3]([N-:6][S:7]([C:10]([F:13])([F:12])[F:11])(=[O:9])=[O:8])(=[O:5])=[O:4].[OH:16][CH2:17][CH2:18][N+:19]1([CH3:24])[CH2:23][CH2:22][CH2:21][CH2:20]1.[CH3:25][Si:26]([CH3:33])([CH3:32])N[Si:26]([CH3:33])([CH3:32])[CH3:25].N, predict the reaction product. The product is: [F:13][C:10]([F:11])([F:12])[S:7]([N-:6][S:3]([C:2]([F:1])([F:14])[F:15])(=[O:4])=[O:5])(=[O:8])=[O:9].[CH3:25][Si:26]([CH3:33])([CH3:32])[O:16][CH2:17][CH2:18][N+:19]1([CH3:24])[CH2:23][CH2:22][CH2:21][CH2:20]1.